Dataset: Forward reaction prediction with 1.9M reactions from USPTO patents (1976-2016). Task: Predict the product of the given reaction. (1) Given the reactants [C:1]([C:5]1[CH:10]=[CH:9][C:8]([S:11]([NH:14][C:15]2[C:16]([C:22]([NH:24][NH2:25])=O)=[N:17][CH:18]=[C:19]([Cl:21])[CH:20]=2)(=[O:13])=[O:12])=[CH:7][CH:6]=1)([CH3:4])([CH3:3])[CH3:2].[CH:26](OC)(OC)OC.C(OC)(=O)NN.[C:39]([N:46]1[CH2:50][CH2:49][CH:48]([NH2:51])[CH2:47]1)([O:41][C:42]([CH3:45])([CH3:44])[CH3:43])=[O:40], predict the reaction product. The product is: [C:42]([O:41][C:39]([N:46]1[CH2:50][CH2:49][CH:48]([N:51]2[CH:26]=[N:25][N:24]=[C:22]2[C:16]2[C:15]([NH:14][S:11]([C:8]3[CH:9]=[CH:10][C:5]([C:1]([CH3:4])([CH3:3])[CH3:2])=[CH:6][CH:7]=3)(=[O:13])=[O:12])=[CH:20][C:19]([Cl:21])=[CH:18][N:17]=2)[CH2:47]1)=[O:40])([CH3:45])([CH3:44])[CH3:43]. (2) Given the reactants [CH2:1](Br)[CH:2]=[CH2:3].C(=O)([O-])[O-].[K+].[K+].[C:11]([O:15][C:16](=[O:27])[NH:17][CH2:18][CH2:19][C:20]1[CH:25]=[CH:24][C:23]([OH:26])=[CH:22][CH:21]=1)([CH3:14])([CH3:13])[CH3:12], predict the reaction product. The product is: [CH2:1]([O:26][C:23]1[CH:22]=[CH:21][C:20]([CH2:19][CH2:18][NH:17][C:16](=[O:27])[O:15][C:11]([CH3:13])([CH3:12])[CH3:14])=[CH:25][CH:24]=1)[CH:2]=[CH2:3]. (3) Given the reactants C[O:2][C:3]([C:5]1[CH:14]=[CH:13][C:8]2[N:9]=[N:10][N:11]([CH3:12])[C:7]=2[CH:6]=1)=O.[H-].[Al+3].[Li+].[H-].[H-].[H-].ClN1C(=O)CCC1=O, predict the reaction product. The product is: [CH3:12][N:11]1[C:7]2[CH:6]=[C:5]([CH:3]=[O:2])[CH:14]=[CH:13][C:8]=2[N:9]=[N:10]1.